Task: Predict the reaction yield, written as a fraction of the theoretical maximum amount of product (1.0 means a 100% yield; for example, 0.34 means a 34% yield).. Dataset: Reaction yield outcomes from USPTO patents with 853,638 reactions (1) The reactants are [NH2:1][C:2]1[CH:7]=[CH:6][C:5]([N:8]2[CH2:13][CH2:12][O:11][CH2:10][CH2:9]2)=[CH:4][C:3]=1[NH:14][C@@H:15]1[CH2:20][CH2:19][C@H:18]([C:21]([NH:23][CH:24]([CH3:26])[CH3:25])=[O:22])[CH2:17][CH2:16]1.[N:27]#[C:28]Br. The catalyst is CCO.C(Cl)Cl. The product is [NH2:27][C:28]1[N:14]([C@@H:15]2[CH2:16][CH2:17][C@H:18]([C:21]([NH:23][CH:24]([CH3:26])[CH3:25])=[O:22])[CH2:19][CH2:20]2)[C:3]2[CH:4]=[C:5]([N:8]3[CH2:13][CH2:12][O:11][CH2:10][CH2:9]3)[CH:6]=[CH:7][C:2]=2[N:1]=1. The yield is 0.623. (2) The reactants are [C:1](=[O:23])(OC1C=CC=CC=1)[O:2][CH2:3][C:4](=O)[C:5]1[CH:10]=[CH:9][C:8]([C:11]([F:14])([F:13])[F:12])=[CH:7][CH:6]=1.C([O-])(=O)C.[NH4+:28]. The catalyst is C(O)(=O)C. The product is [F:12][C:11]([F:14])([F:13])[C:8]1[CH:9]=[CH:10][C:5]([C:4]2[NH:28][C:1](=[O:23])[O:2][CH:3]=2)=[CH:6][CH:7]=1. The yield is 0.850. (3) The reactants are C(OC(=O)CCCO[C:9]1[CH:14]=[CH:13][CH:12]=[C:11](CCCCCCO[C:9]2[CH:14]=[C:13]([C:9]3[CH:14]=[CH:13][C:12](F)=[C:11](F)[CH:10]=3)[CH:12]=[C:11](C(=O)N(C)C)[CH:10]=2)[C:10]=1CCC(OCC)=O)C.[CH2:49]([O:51][C:52](=[O:98])[CH2:53][CH2:54][CH2:55][O:56][C:57]1[CH:62]=[CH:61][CH:60]=[C:59]([CH2:63][CH2:64][CH2:65][CH2:66][CH2:67][CH2:68][O:69][C:70]2[CH:75]=[C:74]([C:76](=[O:89])[NH:77][CH2:78][C:79]3[CH:84]=[CH:83][CH:82]=[CH:81][C:80]=3[O:85][CH:86]([F:88])[F:87])[CH:73]=[C:72](Br)[CH:71]=2)[C:58]=1[CH2:91][CH2:92][C:93]([O:95][CH2:96][CH3:97])=[O:94])[CH3:50].C1(B(O)O)C=CC=CC=1.C(=O)([O-])[O-].[Cs+].[Cs+]. The catalyst is COCCOC.C1C=CC(P(C2C=CC=CC=2)[C-]2C=CC=C2)=CC=1.C1C=CC(P(C2C=CC=CC=2)[C-]2C=CC=C2)=CC=1.Cl[Pd]Cl.[Fe+2]. The product is [CH2:49]([O:51][C:52](=[O:98])[CH2:53][CH2:54][CH2:55][O:56][C:57]1[CH:62]=[CH:61][CH:60]=[C:59]([CH2:63][CH2:64][CH2:65][CH2:66][CH2:67][CH2:68][O:69][C:70]2[CH:71]=[C:72]([C:9]3[CH:14]=[CH:13][CH:12]=[CH:11][CH:10]=3)[CH:73]=[C:74]([C:76](=[O:89])[NH:77][CH2:78][C:79]3[CH:84]=[CH:83][CH:82]=[CH:81][C:80]=3[O:85][CH:86]([F:88])[F:87])[CH:75]=2)[C:58]=1[CH2:91][CH2:92][C:93]([O:95][CH2:96][CH3:97])=[O:94])[CH3:50]. The yield is 0.960. (4) The reactants are [CH2:1]([N:8]1[CH2:12][CH:11]([C:13]2[CH:18]=[CH:17][CH:16]=[CH:15][CH:14]=2)[CH:10]([N+:19]([O-])=O)[CH2:9]1)[C:2]1[CH:7]=[CH:6][CH:5]=[CH:4][CH:3]=1.O.O.Cl[Sn]Cl.C([O-])(O)=O.[Na+]. The catalyst is CCOC(C)=O. The product is [CH2:1]([N:8]1[CH2:12][CH:11]([C:13]2[CH:14]=[CH:15][CH:16]=[CH:17][CH:18]=2)[CH:10]([NH2:19])[CH2:9]1)[C:2]1[CH:3]=[CH:4][CH:5]=[CH:6][CH:7]=1. The yield is 0.800.